From a dataset of Forward reaction prediction with 1.9M reactions from USPTO patents (1976-2016). Predict the product of the given reaction. (1) The product is: [C:29]([C:16]1[CH:15]=[C:14]([NH:13][C:6]([NH:51][C:44]2[C:45]3[C:50](=[CH:49][CH:48]=[CH:47][CH:46]=3)[C:41]([O:40][C:38]3[CH:37]=[CH:36][N:35]=[C:34]([Cl:33])[N:39]=3)=[CH:42][CH:43]=2)=[O:7])[N:18]([C:19]2[CH:20]=[CH:21][C:22]([P:25]([CH3:26])([CH3:27])=[O:28])=[CH:23][CH:24]=2)[N:17]=1)([CH3:32])([CH3:31])[CH3:30]. Given the reactants C1N=CN([C:6](N2C=NC=C2)=[O:7])C=1.[NH2:13][C:14]1[N:18]([C:19]2[CH:24]=[CH:23][C:22]([P:25](=[O:28])([CH3:27])[CH3:26])=[CH:21][CH:20]=2)[N:17]=[C:16]([C:29]([CH3:32])([CH3:31])[CH3:30])[CH:15]=1.[Cl:33][C:34]1[N:39]=[C:38]([O:40][C:41]2[C:50]3[C:45](=[CH:46][CH:47]=[CH:48][CH:49]=3)[C:44]([NH2:51])=[CH:43][CH:42]=2)[CH:37]=[CH:36][N:35]=1, predict the reaction product. (2) Given the reactants [Cl:1][C:2]1[CH:3]=[C:4]([CH:8]=[C:9]([OH:11])[CH:10]=1)[C:5]([OH:7])=O.Cl.[NH2:13][CH2:14][C:15]1[CH:25]=[CH:24][C:23]([C:26]#[N:27])=[CH:22][C:16]=1[O:17][CH2:18][C:19]([NH2:21])=[O:20], predict the reaction product. The product is: [C:19]([CH2:18][O:17][C:16]1[CH:22]=[C:23]([C:26]#[N:27])[CH:24]=[CH:25][C:15]=1[CH2:14][NH:13][C:5](=[O:7])[C:4]1[CH:8]=[C:9]([OH:11])[CH:10]=[C:2]([Cl:1])[CH:3]=1)(=[O:20])[NH2:21]. (3) Given the reactants Br[C:2]1[CH:3]=[C:4]([CH:34]=[CH:35][CH:36]=1)[CH2:5][N:6]([C@@H:24]1[C:33]2[C:28](=[CH:29][CH:30]=[CH:31][CH:32]=2)[CH2:27][CH2:26][CH2:25]1)[C:7]([C:9]1[CH:14]=[C:13]([C:15]([OH:17])=[O:16])[C:12]([C:18]([OH:20])=[O:19])=[CH:11][C:10]=1[C:21]([OH:23])=[O:22])=[O:8].[N+:37]([C:40]1[CH:41]=[C:42](B(O)O)[CH:43]=[CH:44][CH:45]=1)([O-:39])=[O:38], predict the reaction product. The product is: [N+:37]([C:40]1[CH:45]=[C:44]([C:2]2[CH:36]=[CH:35][CH:34]=[C:4]([CH2:5][N:6]([C@@H:24]3[C:33]4[C:28](=[CH:29][CH:30]=[CH:31][CH:32]=4)[CH2:27][CH2:26][CH2:25]3)[C:7]([C:9]3[CH:14]=[C:13]([C:15]([OH:17])=[O:16])[C:12]([C:18]([OH:20])=[O:19])=[CH:11][C:10]=3[C:21]([OH:23])=[O:22])=[O:8])[CH:3]=2)[CH:43]=[CH:42][CH:41]=1)([O-:39])=[O:38].